Dataset: Catalyst prediction with 721,799 reactions and 888 catalyst types from USPTO. Task: Predict which catalyst facilitates the given reaction. (1) Reactant: [Cl:1][C:2]1[N:3]=[C:4]([C:9]([OH:11])=O)[NH:5][C:6]=1[CH2:7][CH3:8].S(Cl)(Cl)=O.[NH2:16][C:17]1[CH:22]=[CH:21][C:20]([C:23]2[S:24][C:25]([C:29]([O:31][CH2:32][CH3:33])=[O:30])=[C:26]([CH3:28])[N:27]=2)=[CH:19][CH:18]=1. Product: [Cl:1][C:2]1[N:3]=[C:4]([C:9]([NH:16][C:17]2[CH:18]=[CH:19][C:20]([C:23]3[S:24][C:25]([C:29]([O:31][CH2:32][CH3:33])=[O:30])=[C:26]([CH3:28])[N:27]=3)=[CH:21][CH:22]=2)=[O:11])[NH:5][C:6]=1[CH2:7][CH3:8]. The catalyst class is: 17. (2) Reactant: [CH:1](=O)[CH2:2][CH:3]([CH3:5])[CH3:4].[C:7]([O:14][CH3:15])(=[O:13])[CH2:8][C:9]([O:11][CH3:12])=[O:10].N1CCC[C@H]1C(O)=O.C(OCC)(=O)C. Product: [CH3:4][CH:3]([CH3:5])[CH2:2][CH:1]=[C:8]([C:7]([O:14][CH3:15])=[O:13])[C:9]([O:11][CH3:12])=[O:10]. The catalyst class is: 16. (3) Reactant: [ClH:1].[CH3:2][N:3]([CH2:5][CH:6]1[CH2:15][CH2:14][C:13]2[C:8](=[CH:9][CH:10]=[C:11](NS(C3C=CC4C(=CC=CC=4)C=3)(=O)=O)[CH:12]=2)[CH2:7]1)[CH3:4].[CH2:30]([C:32]1[CH:37]=[CH:36][C:35]([C:38]2[CH:43]=[CH:42][C:41]([CH2:44][OH:45])=[CH:40][CH:39]=2)=[CH:34][CH:33]=1)[CH3:31].C1(P(C2C=CC=CC=2)C2C=CC=CC=2)C=CC=CC=1.N(C(OCC)=O)=NC(OCC)=O. Product: [ClH:1].[CH3:4][N:3]([CH2:5][CH:6]1[CH2:15][CH2:14][C:13]2[C:8](=[CH:9][CH:10]=[C:11]([O:45][CH2:44][C:41]3[CH:40]=[CH:39][C:38]([C:35]4[CH:36]=[CH:37][C:32]([CH2:30][CH3:31])=[CH:33][CH:34]=4)=[CH:43][CH:42]=3)[CH:12]=2)[CH2:7]1)[CH3:2]. The catalyst class is: 1. (4) Reactant: [N+:1]([C:4]1[CH:11]=[CH:10][C:7]([CH2:8]Br)=[CH:6][CH:5]=1)([O-:3])=[O:2].C(=O)([O-])[O-].[K+].[K+].[NH:18]1[CH2:23][CH2:22][S:21](=[O:25])(=[O:24])[CH2:20][CH2:19]1. Product: [N+:1]([C:4]1[CH:11]=[CH:10][C:7]([CH2:8][N:18]2[CH2:23][CH2:22][S:21](=[O:25])(=[O:24])[CH2:20][CH2:19]2)=[CH:6][CH:5]=1)([O-:3])=[O:2]. The catalyst class is: 21. (5) Reactant: [Br:1][C:2]1[CH:3]=[C:4]([C:19]2[N:23]=[C:22]([C:24](OCC)=[O:25])[O:21][N:20]=2)[CH:5]=[C:6]([Br:18])[C:7]=1[O:8][CH2:9][C:10]1[CH:15]=[CH:14][C:13]([O:16][CH3:17])=[CH:12][CH:11]=1.[F:29][C:30]([F:40])([F:39])[C:31]1[CH:32]=[C:33]([CH:36]=[CH:37][CH:38]=1)[CH2:34][NH2:35]. Product: [Br:18][C:6]1[CH:5]=[C:4]([C:19]2[N:23]=[C:22]([C:24]([NH:35][CH2:34][C:33]3[CH:36]=[CH:37][CH:38]=[C:31]([C:30]([F:29])([F:39])[F:40])[CH:32]=3)=[O:25])[O:21][N:20]=2)[CH:3]=[C:2]([Br:1])[C:7]=1[O:8][CH2:9][C:10]1[CH:15]=[CH:14][C:13]([O:16][CH3:17])=[CH:12][CH:11]=1. The catalyst class is: 8. (6) Reactant: [N+:1]([C:4]1[CH:12]=[CH:11][C:7]([C:8]([OH:10])=[O:9])=[C:6]([S:13]([OH:16])(=[O:15])=[O:14])[CH:5]=1)([O-])=O.C(O)(=O)C. Product: [NH2:1][C:4]1[CH:12]=[CH:11][C:7]([C:8]([OH:10])=[O:9])=[C:6]([S:13]([OH:16])(=[O:14])=[O:15])[CH:5]=1. The catalyst class is: 693. (7) Reactant: Cl[C:2]([C:4]1[CH:31]=[C:7]2[CH2:8][N:9]([C:13]([O:15][CH2:16][C:17]3[CH:22]=[C:21]([C:23]([F:26])([F:25])[F:24])[CH:20]=[C:19]([C:27]([F:30])([F:29])[F:28])[CH:18]=3)=[O:14])[CH2:10][CH2:11][CH2:12][N:6]2[N:5]=1)=[O:3].[CH3:32][S:33]([NH2:36])(=[O:35])=[O:34].C(N(C(C)C)CC)(C)C. Product: [CH3:32][S:33]([NH:36][C:2]([C:4]1[CH:31]=[C:7]2[CH2:8][N:9]([C:13]([O:15][CH2:16][C:17]3[CH:22]=[C:21]([C:23]([F:26])([F:25])[F:24])[CH:20]=[C:19]([C:27]([F:30])([F:29])[F:28])[CH:18]=3)=[O:14])[CH2:10][CH2:11][CH2:12][N:6]2[N:5]=1)=[O:3])(=[O:35])=[O:34]. The catalyst class is: 154.